This data is from Catalyst prediction with 721,799 reactions and 888 catalyst types from USPTO. The task is: Predict which catalyst facilitates the given reaction. Reactant: FC1C=C(C=CC=1)CN1C2C(=CC=CC=2CCC2C=CC(C(OC)=O)=CC=2)CC1.[Br:30][C:31]1[CH:32]=[CH:33][CH:34]=[C:35]2[C:39]=1[NH:38][CH2:37][CH2:36]2.[F:40][C:41]([F:51])([F:50])[C:42]1[CH:43]=[C:44]([CH:47]=[CH:48][CH:49]=1)[CH2:45]Br.C([O-])([O-])=O.[K+].[K+]. Product: [Br:30][C:31]1[CH:32]=[CH:33][CH:34]=[C:35]2[C:39]=1[N:38]([CH2:45][C:44]1[CH:47]=[CH:48][CH:49]=[C:42]([C:41]([F:40])([F:50])[F:51])[CH:43]=1)[CH2:37][CH2:36]2. The catalyst class is: 3.